The task is: Predict the reaction yield, written as a fraction of the theoretical maximum amount of product (1.0 means a 100% yield; for example, 0.34 means a 34% yield).. This data is from Reaction yield outcomes from USPTO patents with 853,638 reactions. (1) The reactants are [CH3:1][N:2]([CH3:7])[CH2:3][CH2:4][NH:5][CH3:6].[Cl:8][C:9]1[C:10]([C:28]2[C:36]3[C:31](=[CH:32][CH:33]=[CH:34][CH:35]=3)[NH:30][CH:29]=2)=[N:11][C:12]([NH:15][C:16]2[CH:21]=[C:20]([N+:22]([O-:24])=[O:23])[C:19](F)=[CH:18][C:17]=2[O:26][CH3:27])=[N:13][CH:14]=1.CCN(C(C)C)C(C)C. The catalyst is CC(N(C)C)=O.CO. The product is [Cl:8][C:9]1[C:10]([C:28]2[C:36]3[C:31](=[CH:32][CH:33]=[CH:34][CH:35]=3)[NH:30][CH:29]=2)=[N:11][C:12]([NH:15][C:16]2[CH:21]=[C:20]([N+:22]([O-:24])=[O:23])[C:19]([N:5]([CH2:4][CH2:3][N:2]([CH3:7])[CH3:1])[CH3:6])=[CH:18][C:17]=2[O:26][CH3:27])=[N:13][CH:14]=1. The yield is 0.980. (2) The reactants are [N:1]12[CH2:8][CH2:7][C:4]([C:9]([C:17]3[CH:22]=[CH:21][CH:20]=[CH:19][CH:18]=3)([C:11]3[CH:16]=[CH:15][CH:14]=[CH:13][CH:12]=3)[OH:10])([CH2:5][CH2:6]1)[CH2:3][CH2:2]2.[N+:23]([C:26]1[CH:27]=[C:28]([O:32][CH2:33][CH2:34][CH2:35][Br:36])[CH:29]=[CH:30][CH:31]=1)([O-:25])=[O:24]. The catalyst is CC#N. The product is [Br-:36].[OH:10][C:9]([C:17]1[CH:22]=[CH:21][CH:20]=[CH:19][CH:18]=1)([C:11]1[CH:12]=[CH:13][CH:14]=[CH:15][CH:16]=1)[C:4]12[CH2:5][CH2:6][N+:1]([CH2:35][CH2:34][CH2:33][O:32][C:28]3[CH:29]=[CH:30][CH:31]=[C:26]([N+:23]([O-:25])=[O:24])[CH:27]=3)([CH2:2][CH2:3]1)[CH2:8][CH2:7]2. The yield is 0.822.